From a dataset of Full USPTO retrosynthesis dataset with 1.9M reactions from patents (1976-2016). Predict the reactants needed to synthesize the given product. (1) The reactants are: [Cl:1][C:2]1[C:11]([C:12]([OH:14])=O)=[CH:10][C:9]2[C:4](=[CH:5][CH:6]=[CH:7][CH:8]=2)[N:3]=1.CCN(CC)CC.[S:22]1[CH:26]=[CH:25][CH:24]=[C:23]1[CH2:27][NH2:28].CCCCCC. Given the product [Cl:1][C:2]1[C:11]([C:12]([NH:28][CH2:27][C:23]2[S:22][CH:26]=[CH:25][CH:24]=2)=[O:14])=[CH:10][C:9]2[C:4](=[CH:5][CH:6]=[CH:7][CH:8]=2)[N:3]=1, predict the reactants needed to synthesize it. (2) Given the product [C:1]([O:5][C:6](=[O:29])[N:7]([CH2:18][C:19]1[CH:24]=[CH:23][C:22]([C:25]([CH3:28])([CH3:27])[CH3:26])=[CH:21][CH:20]=1)[CH2:8][CH2:9][C:10]1[CH:15]=[CH:14][CH:13]=[C:12]([CH2:16][CH3:17])[CH:11]=1)([CH3:4])([CH3:2])[CH3:3], predict the reactants needed to synthesize it. The reactants are: [C:1]([O:5][C:6](=[O:29])[N:7]([CH2:18][C:19]1[CH:24]=[CH:23][C:22]([C:25]([CH3:28])([CH3:27])[CH3:26])=[CH:21][CH:20]=1)[CH2:8][CH2:9][C:10]1[CH:15]=[CH:14][CH:13]=[C:12]([C:16]#[CH:17])[CH:11]=1)([CH3:4])([CH3:3])[CH3:2]. (3) Given the product [Br:1][C:2]1[C:3]([CH2:31][N:42]2[CH2:43][CH2:44][CH2:45][C@H:40]([NH:39][CH3:38])[CH2:41]2)=[C:4]([C:27]([F:30])([F:29])[F:28])[CH:5]=[C:6]2[C:11]=1[NH:10][C:9](=[O:12])[N:8]([CH2:13][C:14]1[CH:19]=[C:18]([Cl:20])[CH:17]=[CH:16][C:15]=1[S:21]([CH2:24][CH3:25])(=[O:23])=[O:22])[C:7]2=[O:26], predict the reactants needed to synthesize it. The reactants are: [Br:1][C:2]1[C:3]([CH:31]=O)=[C:4]([C:27]([F:30])([F:29])[F:28])[CH:5]=[C:6]2[C:11]=1[NH:10][C:9](=[O:12])[N:8]([CH2:13][C:14]1[CH:19]=[C:18]([Cl:20])[CH:17]=[CH:16][C:15]=1[S:21]([CH2:24][CH3:25])(=[O:23])=[O:22])[C:7]2=[O:26].C(O[C:38](=O)[N:39](C)[C@H:40]1[CH2:45][CH2:44][CH2:43][NH:42][CH2:41]1)(C)(C)C. (4) Given the product [NH2:1][C:2]1[C:7]2[C:8](=[O:30])[N:9]([C:13]3[CH:14]=[CH:15][C:16]([C@H:19]4[CH2:20][CH2:21][C@H:22]([CH2:25][C:26]([OH:28])=[O:27])[CH2:23][CH2:24]4)=[CH:17][CH:18]=3)[CH2:10][CH2:11][O:12][C:6]=2[N:5]=[CH:4][N:3]=1, predict the reactants needed to synthesize it. The reactants are: [NH2:1][C:2]1[C:7]2[C:8](=[O:30])[N:9]([C:13]3[CH:18]=[CH:17][C:16]([C@H:19]4[CH2:24][CH2:23][C@H:22]([CH2:25][C:26]([O:28]C)=[O:27])[CH2:21][CH2:20]4)=[CH:15][CH:14]=3)[CH2:10][CH2:11][O:12][C:6]=2[N:5]=[CH:4][N:3]=1.[OH-].[Li+].Cl. (5) Given the product [Br:19][C:20]1[CH:25]=[CH:24][C:23]([CH2:26][C:27]([NH:1][N:2]2[N:11]=[C:10]([N:12]3[CH2:17][CH2:16][O:15][CH2:14][CH2:13]3)[C:9]3[C:4](=[CH:5][CH:6]=[CH:7][CH:8]=3)[C:3]2=[O:18])=[O:28])=[CH:22][CH:21]=1, predict the reactants needed to synthesize it. The reactants are: [NH2:1][N:2]1[N:11]=[C:10]([N:12]2[CH2:17][CH2:16][O:15][CH2:14][CH2:13]2)[C:9]2[C:4](=[CH:5][CH:6]=[CH:7][CH:8]=2)[C:3]1=[O:18].[Br:19][C:20]1[CH:25]=[CH:24][C:23]([CH2:26][C:27](O)=[O:28])=[CH:22][CH:21]=1. (6) Given the product [N:29]1[CH:30]=[CH:31][CH:32]=[C:27]([C:26]([NH:1][C:2]2[CH:7]=[CH:6][C:5]([N:8]3[C:14](=[O:15])[CH2:13][C:12](=[O:16])[NH:11][C:10]4[C:17]5[C:22]([CH:23]=[CH:24][C:9]3=4)=[CH:21][CH:20]=[CH:19][CH:18]=5)=[CH:4][CH:3]=2)=[O:33])[CH:28]=1, predict the reactants needed to synthesize it. The reactants are: [NH2:1][C:2]1[CH:7]=[CH:6][C:5]([N:8]2[C:14](=[O:15])[CH2:13][C:12](=[O:16])[NH:11][C:10]3[C:17]4[C:22]([CH:23]=[CH:24][C:9]2=3)=[CH:21][CH:20]=[CH:19][CH:18]=4)=[CH:4][CH:3]=1.Cl.[C:26](Cl)(=[O:33])[C:27]1[CH:32]=[CH:31][CH:30]=[N:29][CH:28]=1.BrC1C=C(S(OC2C=CC(N3C(=O)CC(=O)NC4C5CCCCC=5C=CC3=4)=CC=2)(=O)=O)C=CC=1. (7) Given the product [N:15]1[C:16]2[C:11](=[CH:10][CH:9]=[C:8]([C:6]([OH:7])=[O:5])[CH:17]=2)[CH:12]=[CH:13][CH:14]=1, predict the reactants needed to synthesize it. The reactants are: O.[OH-].[Li+].C[O:5][C:6]([C:8]1[CH:17]=[C:16]2[C:11]([CH:12]=[CH:13][CH:14]=[N:15]2)=[CH:10][CH:9]=1)=[O:7].